From a dataset of Catalyst prediction with 721,799 reactions and 888 catalyst types from USPTO. Predict which catalyst facilitates the given reaction. (1) Reactant: Br[C:2]1[CH:7]=[CH:6][C:5]([N:8]2[CH2:12][CH2:11][CH2:10][C:9]2=[O:13])=[CH:4][CH:3]=1.[CH3:14][O:15][C:16]([C:18]1[C:26]2[C:21](=[CH:22][C:23]([Cl:35])=[C:24](B3OCC(C)(C)CO3)[CH:25]=2)[NH:20][CH:19]=1)=[O:17].C([O-])(=O)C.[K+]. Product: [Cl:35][C:23]1[CH:22]=[C:21]2[C:26]([C:18]([C:16]([O:15][CH3:14])=[O:17])=[CH:19][NH:20]2)=[CH:25][C:24]=1[C:2]1[CH:7]=[CH:6][C:5]([N:8]2[CH2:12][CH2:11][CH2:10][C:9]2=[O:13])=[CH:4][CH:3]=1. The catalyst class is: 12. (2) Reactant: [Cl:1][C:2]1[CH:3]=[C:4]([C:11]2[CH:15]=[CH:14][N:13]([CH2:16][C@@H:17]([NH:19][C:20]([C:22]3[CH:26]=[C:25]([C:27]([OH:30])([CH3:29])[CH3:28])[O:24][N:23]=3)=[O:21])[CH3:18])[N:12]=2)[CH:5]=[C:6](F)[C:7]=1[C:8]#[N:9].[C:31](=O)([O-])[O-:32].[Cs+].[Cs+]. Product: [Cl:1][C:2]1[CH:3]=[C:4]([C:11]2[CH:15]=[CH:14][N:13]([CH2:16][C@@H:17]([NH:19][C:20]([C:22]3[CH:26]=[C:25]([C:27]([OH:30])([CH3:29])[CH3:28])[O:24][N:23]=3)=[O:21])[CH3:18])[N:12]=2)[CH:5]=[C:6]([O:32][CH3:31])[C:7]=1[C:8]#[N:9]. The catalyst class is: 5. (3) Reactant: [NH2:1][C@H:2]([C:4]([OH:6])=[O:5])[CH3:3].[F:7][C:8]([F:19])([F:18])[C:9](O[C:9](=[O:10])[C:8]([F:19])([F:18])[F:7])=[O:10]. Product: [F:7][C:8]([F:19])([F:18])[C:9]([NH:1][C@H:2]([C:4]([OH:6])=[O:5])[CH3:3])=[O:10]. The catalyst class is: 2. (4) Reactant: [C:1]([NH:9][C:10]1[CH:42]=[CH:41][C:13]([O:14][C:15]2[C:24]3[C:19](=[CH:20][C:21]([O:27][CH2:28][CH2:29][C@H:30]([NH:34]C(C(C)(C)C)=O)[C:31]([OH:33])=[O:32])=[C:22]([O:25][CH3:26])[CH:23]=3)[N:18]=[CH:17][CH:16]=2)=[CH:12][CH:11]=1)(=[O:8])[C:2]1[CH:7]=[CH:6][CH:5]=[CH:4][CH:3]=1.C(O)(C(F)(F)F)=O. Product: [NH2:34][C@@H:30]([CH2:29][CH2:28][O:27][C:21]1[CH:20]=[C:19]2[C:24]([C:15]([O:14][C:13]3[CH:41]=[CH:42][C:10]([NH:9][C:1](=[O:8])[C:2]4[CH:3]=[CH:4][CH:5]=[CH:6][CH:7]=4)=[CH:11][CH:12]=3)=[CH:16][CH:17]=[N:18]2)=[CH:23][C:22]=1[O:25][CH3:26])[C:31]([OH:33])=[O:32]. The catalyst class is: 2. (5) Reactant: [CH:1]1([C:4]2[CH:5]=C([CH:9]=[CH:10][N:11]=2)C#N)[CH2:3][CH2:2]1.[OH-:12].[Na+].[CH2:14]([OH:16])[CH3:15]. Product: [CH:1]1([C:4]2[CH:5]=[C:15]([CH:9]=[CH:10][N:11]=2)[C:14]([OH:12])=[O:16])[CH2:3][CH2:2]1. The catalyst class is: 6. (6) Reactant: [F:1][C:2]([F:24])([F:23])[C:3]1[N:8]=[CH:7][C:6]([O:9][C:10]2[CH:11]=[C:12]3[C:17](=[CH:18][CH:19]=2)[N:16]=[C:15]([C:20](O)=[O:21])[CH:14]=[CH:13]3)=[CH:5][CH:4]=1.F[B-](F)(F)F.N1(OC(N(C)C)=[N+](C)C)C2C=CC=CC=2N=N1.C(N(CC)CC)C.[NH:54]1[CH2:57][CH:56]([NH:58][C:59](=[O:65])[O:60][C:61]([CH3:64])([CH3:63])[CH3:62])[CH2:55]1. Product: [F:1][C:2]([F:23])([F:24])[C:3]1[N:8]=[CH:7][C:6]([O:9][C:10]2[CH:11]=[C:12]3[C:17](=[CH:18][CH:19]=2)[N:16]=[C:15]([C:20]([N:54]2[CH2:57][CH:56]([NH:58][C:59](=[O:65])[O:60][C:61]([CH3:63])([CH3:62])[CH3:64])[CH2:55]2)=[O:21])[CH:14]=[CH:13]3)=[CH:5][CH:4]=1. The catalyst class is: 376. (7) Reactant: [OH:1][C:2]1[CH:3]=[C:4]([CH2:16][C:17]([OH:19])=[O:18])[CH:5]=[CH:6][C:7]=1[O:8][CH2:9][C:10]1[CH:15]=[CH:14][CH:13]=[CH:12][CH:11]=1.[C:20]1(B(O)O)C=CC=CC=1.O.C(OCC)C. Product: [CH2:9]([O:8][C:7]1[C:2]([OH:1])=[C:3]2[C:4]([CH2:16][C:17](=[O:19])[O:18][CH2:20]2)=[CH:5][CH:6]=1)[C:10]1[CH:15]=[CH:14][CH:13]=[CH:12][CH:11]=1. The catalyst class is: 11. (8) Reactant: O.C1(C)C=CC(S(O)(=O)=O)=CC=1.[Cl:13][C:14]1[CH:30]=[CH:29][C:17]2[CH2:18][CH2:19][N:20]([C:23](=[O:28])[C:24]([F:27])([F:26])[F:25])[CH2:21][CH2:22][C:16]=2[C:15]=1[NH:31][CH2:32][C:33]([CH3:43])([CH3:42])[CH2:34][O:35]C1CCCCO1. Product: [Cl:13][C:14]1[CH:30]=[CH:29][C:17]2[CH2:18][CH2:19][N:20]([C:23](=[O:28])[C:24]([F:26])([F:25])[F:27])[CH2:21][CH2:22][C:16]=2[C:15]=1[NH:31][CH2:32][C:33]([CH3:43])([CH3:42])[CH2:34][OH:35]. The catalyst class is: 5. (9) Reactant: [Br:1][C:2]1[CH:3]=[C:4]([C:10](=O)[CH2:11][CH2:12][C:13]([OH:15])=O)[CH:5]=[C:6]([Br:9])[C:7]=1[OH:8].Cl.Cl.[OH:19][C:20]1[CH:21]=[C:22]([CH:26]=[CH:27][CH:28]=1)[CH2:23][NH:24][NH2:25]. Product: [Br:9][C:6]1[CH:5]=[C:4]([C:10]2[CH2:11][CH2:12][C:13](=[O:15])[N:24]([CH2:23][C:22]3[CH:26]=[CH:27][CH:28]=[C:20]([OH:19])[CH:21]=3)[N:25]=2)[CH:3]=[C:2]([Br:1])[C:7]=1[OH:8]. The catalyst class is: 8. (10) Reactant: [Cl:1][C:2]1[C:3]([O:12][C:13]2[CH:18]=[C:17]([O:19][CH2:20][CH2:21][CH2:22][O:23][CH3:24])[CH:16]=[CH:15][C:14]=2/[CH:25]=[CH:26]/[C:27]([O:29]CC)=[O:28])=[N:4][CH:5]=[C:6]([C:8]([F:11])([F:10])[F:9])[CH:7]=1.[OH-].[Na+].Cl. Product: [Cl:1][C:2]1[C:3]([O:12][C:13]2[CH:18]=[C:17]([O:19][CH2:20][CH2:21][CH2:22][O:23][CH3:24])[CH:16]=[CH:15][C:14]=2/[CH:25]=[CH:26]/[C:27]([OH:29])=[O:28])=[N:4][CH:5]=[C:6]([C:8]([F:9])([F:11])[F:10])[CH:7]=1. The catalyst class is: 214.